This data is from Reaction yield outcomes from USPTO patents with 853,638 reactions. The task is: Predict the reaction yield, written as a fraction of the theoretical maximum amount of product (1.0 means a 100% yield; for example, 0.34 means a 34% yield). The reactants are [CH3:1][O:2][C:3]([C:5]1[S:6][C:7]([C:22]2[CH:27]=[CH:26][CH:25]=[CH:24][CH:23]=2)=[CH:8][C:9]=1[NH:10][CH:11]([CH3:21])[CH2:12][O:13][Si](C(C)(C)C)(C)C)=[O:4].[C:28](Cl)(=O)C. The catalyst is CO. The product is [CH3:1][O:2][C:3]([C:5]1[S:6][C:7]([C:22]([CH3:28])=[CH:27][CH:26]=[CH:25][CH:24]=[CH2:23])=[CH:8][C:9]=1[NH:10][CH:11]([CH3:21])[CH2:12][OH:13])=[O:4]. The yield is 0.790.